From a dataset of Reaction yield outcomes from USPTO patents with 853,638 reactions. Predict the reaction yield, written as a fraction of the theoretical maximum amount of product (1.0 means a 100% yield; for example, 0.34 means a 34% yield). (1) The reactants are [C:1]([OH:7])(=[O:6])[CH2:2][C:3]([OH:5])=[O:4].[CH2:8]([K])[CH3:9].Cl. The catalyst is O. The product is [C:1]([O:7][CH2:8][CH3:9])(=[O:6])[CH2:2][C:3]([OH:5])=[O:4]. The yield is 0.990. (2) The reactants are [CH3:1][CH:2]([CH3:32])/[C:3](=[N:9]/[O:10][CH2:11][C:12]1[CH:17]=[CH:16][C:15]([O:18][CH2:19][C:20]2[N:21]=[C:22]([C:26]3[CH:31]=[CH:30][CH:29]=[CH:28][CH:27]=3)[O:23][C:24]=2[CH3:25])=[CH:14][CH:13]=1)/[C:4]([O:6]CC)=[O:5].Cl. The catalyst is O1CCCC1.CO.[OH-].[Na+]. The product is [CH3:1][CH:2]([CH3:32])/[C:3](=[N:9]/[O:10][CH2:11][C:12]1[CH:13]=[CH:14][C:15]([O:18][CH2:19][C:20]2[N:21]=[C:22]([C:26]3[CH:27]=[CH:28][CH:29]=[CH:30][CH:31]=3)[O:23][C:24]=2[CH3:25])=[CH:16][CH:17]=1)/[C:4]([OH:6])=[O:5]. The yield is 0.960. (3) The reactants are [C:1]([NH:9][C:10]1[C:18]2[C:13](=[N:14][CH:15]=[CH:16][C:17]=2[N:19]2[CH2:24][CH2:23][N:22]([C:25](=[O:36])[CH2:26][CH2:27][NH:28]C(=O)OC(C)(C)C)[CH2:21][CH2:20]2)[NH:12][CH:11]=1)(=[O:8])[C:2]1[CH:7]=[CH:6][CH:5]=[N:4][CH:3]=1.C(O)(C(F)(F)F)=O. The catalyst is C(Cl)Cl. The product is [NH2:28][CH2:27][CH2:26][C:25]([N:22]1[CH2:23][CH2:24][N:19]([C:17]2[CH:16]=[CH:15][N:14]=[C:13]3[NH:12][CH:11]=[C:10]([NH:9][C:1](=[O:8])[C:2]4[CH:7]=[CH:6][CH:5]=[N:4][CH:3]=4)[C:18]=23)[CH2:20][CH2:21]1)=[O:36]. The yield is 0.550. (4) The reactants are [C:1]([O:5][C:6]([N:8]1[CH2:14][CH2:13][C:12]2[CH:15]=[C:16]([N+:21]([O-])=O)[C:17]([O:19][CH3:20])=[CH:18][C:11]=2[CH2:10][CH2:9]1)=[O:7])([CH3:4])([CH3:3])[CH3:2]. The catalyst is C(O)C.[Pd]. The product is [C:1]([O:5][C:6]([N:8]1[CH2:9][CH2:10][C:11]2[CH:18]=[C:17]([O:19][CH3:20])[C:16]([NH2:21])=[CH:15][C:12]=2[CH2:13][CH2:14]1)=[O:7])([CH3:4])([CH3:3])[CH3:2]. The yield is 1.00. (5) The reactants are [Br:1][C:2]1[CH:3]=[C:4]([CH:12]([CH2:16][CH:17]2[CH2:21][CH2:20][CH2:19][CH2:18]2)[C:13]([OH:15])=O)[CH:5]=[CH:6][C:7]=1[S:8]([CH3:11])(=[O:10])=[O:9].C(Cl)(=O)C(Cl)=O.C(N(CC)C(C)C)(C)C.[NH2:37][C:38]1[CH:43]=[CH:42][N:41]=[CH:40][N:39]=1. The catalyst is C(Cl)Cl.CN(C)C=O.O1CCCC1. The product is [Br:1][C:2]1[CH:3]=[C:4]([CH:12]([CH2:16][CH:17]2[CH2:21][CH2:20][CH2:19][CH2:18]2)[C:13]([NH:37][C:38]2[CH:43]=[CH:42][N:41]=[CH:40][N:39]=2)=[O:15])[CH:5]=[CH:6][C:7]=1[S:8]([CH3:11])(=[O:9])=[O:10]. The yield is 0.920. (6) The reactants are [CH3:1][O:2][C:3]([NH:5][CH:6]([CH2:10][CH3:11])[C:7](O)=[O:8])=[O:4].C1C=CC2N(O)N=NC=2C=1.Cl.Cl.Cl.[CH3:25][O:26][C:27](=[O:75])[NH:28][CH:29]([C:33]([N:35]1[CH:41]([C:42]2[NH:43][C:44]([C:47]3[CH:52]=[CH:51][C:50]([C:53]4[CH:62]=[CH:61][C:60]5[C:55](=[CH:56][CH:57]=[C:58]([C:63]6[NH:64][C:65]([CH:68]7[CH2:72][CH:71]([C:73]#[N:74])[CH2:70][NH:69]7)=[N:66][CH:67]=6)[CH:59]=5)[CH:54]=4)=[CH:49][CH:48]=3)=[CH:45][N:46]=2)[CH2:40][C:37]2([CH2:39][CH2:38]2)[CH2:36]1)=[O:34])[CH:30]([CH3:32])[CH3:31].CN1CCOCC1. The catalyst is CN(C=O)C.CCOC(C)=O. The product is [CH3:25][O:26][C:27](=[O:75])[NH:28][CH:29]([C:33]([N:35]1[CH:41]([C:42]2[NH:43][C:44]([C:47]3[CH:48]=[CH:49][C:50]([C:53]4[CH:62]=[CH:61][C:60]5[C:55](=[CH:56][CH:57]=[C:58]([C:63]6[NH:64][C:65]([CH:68]7[CH2:72][CH:71]([C:73]#[N:74])[CH2:70][N:69]7[C:7](=[O:8])[CH:6]([NH:5][C:3]([O:2][CH3:1])=[O:4])[CH2:10][CH3:11])=[N:66][CH:67]=6)[CH:59]=5)[CH:54]=4)=[CH:51][CH:52]=3)=[CH:45][N:46]=2)[CH2:40][C:37]2([CH2:38][CH2:39]2)[CH2:36]1)=[O:34])[CH:30]([CH3:32])[CH3:31]. The yield is 0.540. (7) The product is [C:7]([NH:23][CH:24]1[CH2:29][CH2:28][CH2:27][NH:26][C:25]1=[O:30])([C:14]1[CH:19]=[CH:18][CH:17]=[CH:16][CH:15]=1)([C:8]1[CH:13]=[CH:12][CH:11]=[CH:10][CH:9]=1)[C:1]1[CH:6]=[CH:5][CH:4]=[CH:3][CH:2]=1. The reactants are [C:1]1([C:7](Cl)([C:14]2[CH:19]=[CH:18][CH:17]=[CH:16][CH:15]=2)[C:8]2[CH:13]=[CH:12][CH:11]=[CH:10][CH:9]=2)[CH:6]=[CH:5][CH:4]=[CH:3][CH:2]=1.Cl.Cl.[NH2:23][CH:24]1[CH2:29][CH2:28][CH2:27][NH:26][C:25]1=[O:30].C(N(CC)CC)C. The catalyst is O1CCCC1. The yield is 0.450.